This data is from NCI-60 drug combinations with 297,098 pairs across 59 cell lines. The task is: Regression. Given two drug SMILES strings and cell line genomic features, predict the synergy score measuring deviation from expected non-interaction effect. (1) Drug 1: CC1OCC2C(O1)C(C(C(O2)OC3C4COC(=O)C4C(C5=CC6=C(C=C35)OCO6)C7=CC(=C(C(=C7)OC)O)OC)O)O. Drug 2: CCC1=C2CN3C(=CC4=C(C3=O)COC(=O)C4(CC)O)C2=NC5=C1C=C(C=C5)O. Cell line: OVCAR3. Synergy scores: CSS=57.3, Synergy_ZIP=-0.778, Synergy_Bliss=1.37, Synergy_Loewe=4.23, Synergy_HSA=6.95. (2) Drug 1: CCC1(CC2CC(C3=C(CCN(C2)C1)C4=CC=CC=C4N3)(C5=C(C=C6C(=C5)C78CCN9C7C(C=CC9)(C(C(C8N6C)(C(=O)OC)O)OC(=O)C)CC)OC)C(=O)OC)O.OS(=O)(=O)O. Drug 2: C1CN(CCN1C(=O)CCBr)C(=O)CCBr. Cell line: TK-10. Synergy scores: CSS=0.728, Synergy_ZIP=-1.85, Synergy_Bliss=-2.87, Synergy_Loewe=-2.59, Synergy_HSA=-3.27. (3) Drug 1: CCCS(=O)(=O)NC1=C(C(=C(C=C1)F)C(=O)C2=CNC3=C2C=C(C=N3)C4=CC=C(C=C4)Cl)F. Drug 2: CN(C)N=NC1=C(NC=N1)C(=O)N. Cell line: SK-OV-3. Synergy scores: CSS=18.0, Synergy_ZIP=1.42, Synergy_Bliss=3.41, Synergy_Loewe=2.84, Synergy_HSA=2.76. (4) Drug 1: CN(CCCl)CCCl.Cl. Drug 2: C(CCl)NC(=O)N(CCCl)N=O. Cell line: K-562. Synergy scores: CSS=31.3, Synergy_ZIP=0.808, Synergy_Bliss=1.75, Synergy_Loewe=-25.9, Synergy_HSA=2.05. (5) Drug 1: CNC(=O)C1=CC=CC=C1SC2=CC3=C(C=C2)C(=NN3)C=CC4=CC=CC=N4. Drug 2: CC(C1=C(C=CC(=C1Cl)F)Cl)OC2=C(N=CC(=C2)C3=CN(N=C3)C4CCNCC4)N. Cell line: SF-539. Synergy scores: CSS=14.3, Synergy_ZIP=-4.87, Synergy_Bliss=0.730, Synergy_Loewe=-2.30, Synergy_HSA=1.81. (6) Drug 1: CCC1(CC2CC(C3=C(CCN(C2)C1)C4=CC=CC=C4N3)(C5=C(C=C6C(=C5)C78CCN9C7C(C=CC9)(C(C(C8N6C=O)(C(=O)OC)O)OC(=O)C)CC)OC)C(=O)OC)O.OS(=O)(=O)O. Drug 2: COCCOC1=C(C=C2C(=C1)C(=NC=N2)NC3=CC=CC(=C3)C#C)OCCOC.Cl. Cell line: MDA-MB-231. Synergy scores: CSS=9.89, Synergy_ZIP=-2.29, Synergy_Bliss=-1.87, Synergy_Loewe=-0.299, Synergy_HSA=-1.13. (7) Drug 1: CC1=C2C(C(=O)C3(C(CC4C(C3C(C(C2(C)C)(CC1OC(=O)C(C(C5=CC=CC=C5)NC(=O)C6=CC=CC=C6)O)O)OC(=O)C7=CC=CC=C7)(CO4)OC(=O)C)O)C)OC(=O)C. Drug 2: C1=CN(C=N1)CC(O)(P(=O)(O)O)P(=O)(O)O. Cell line: ACHN. Synergy scores: CSS=6.88, Synergy_ZIP=-2.81, Synergy_Bliss=-2.08, Synergy_Loewe=1.33, Synergy_HSA=-0.516.